Dataset: Forward reaction prediction with 1.9M reactions from USPTO patents (1976-2016). Task: Predict the product of the given reaction. Given the reactants [I:1][C:2]1[CH:3]=[C:4]2[C:9](=[CH:10][CH:11]=1)[N:8]=[C:7]([C:12]([OH:14])=O)[CH:6]=[N:5]2.CN(C)C=O.S(Cl)([Cl:22])=O, predict the reaction product. The product is: [I:1][C:2]1[CH:3]=[C:4]2[C:9](=[CH:10][CH:11]=1)[N:8]=[C:7]([C:12]([Cl:22])=[O:14])[CH:6]=[N:5]2.